From a dataset of NCI-60 drug combinations with 297,098 pairs across 59 cell lines. Regression. Given two drug SMILES strings and cell line genomic features, predict the synergy score measuring deviation from expected non-interaction effect. Drug 1: CC1OCC2C(O1)C(C(C(O2)OC3C4COC(=O)C4C(C5=CC6=C(C=C35)OCO6)C7=CC(=C(C(=C7)OC)O)OC)O)O. Drug 2: CCC1(CC2CC(C3=C(CCN(C2)C1)C4=CC=CC=C4N3)(C5=C(C=C6C(=C5)C78CCN9C7C(C=CC9)(C(C(C8N6C=O)(C(=O)OC)O)OC(=O)C)CC)OC)C(=O)OC)O.OS(=O)(=O)O. Cell line: IGROV1. Synergy scores: CSS=34.1, Synergy_ZIP=-0.774, Synergy_Bliss=-0.124, Synergy_Loewe=3.16, Synergy_HSA=3.54.